Regression. Given two drug SMILES strings and cell line genomic features, predict the synergy score measuring deviation from expected non-interaction effect. From a dataset of NCI-60 drug combinations with 297,098 pairs across 59 cell lines. (1) Drug 1: CC1CCC2CC(C(=CC=CC=CC(CC(C(=O)C(C(C(=CC(C(=O)CC(OC(=O)C3CCCCN3C(=O)C(=O)C1(O2)O)C(C)CC4CCC(C(C4)OC)O)C)C)O)OC)C)C)C)OC. Drug 2: C(CC(=O)O)C(=O)CN.Cl. Cell line: SK-OV-3. Synergy scores: CSS=29.8, Synergy_ZIP=-4.37, Synergy_Bliss=2.81, Synergy_Loewe=-6.33, Synergy_HSA=4.24. (2) Drug 1: CC1=CC2C(CCC3(C2CCC3(C(=O)C)OC(=O)C)C)C4(C1=CC(=O)CC4)C. Drug 2: CS(=O)(=O)OCCCCOS(=O)(=O)C. Cell line: COLO 205. Synergy scores: CSS=31.4, Synergy_ZIP=-0.739, Synergy_Bliss=7.93, Synergy_Loewe=4.25, Synergy_HSA=5.80. (3) Drug 1: CC1=C(C=C(C=C1)NC(=O)C2=CC=C(C=C2)CN3CCN(CC3)C)NC4=NC=CC(=N4)C5=CN=CC=C5. Drug 2: CC1=C(C(=CC=C1)Cl)NC(=O)C2=CN=C(S2)NC3=CC(=NC(=N3)C)N4CCN(CC4)CCO. Cell line: HOP-92. Synergy scores: CSS=-1.02, Synergy_ZIP=2.82, Synergy_Bliss=4.95, Synergy_Loewe=-0.558, Synergy_HSA=1.27.